Task: Predict the reaction yield, written as a fraction of the theoretical maximum amount of product (1.0 means a 100% yield; for example, 0.34 means a 34% yield).. Dataset: Reaction yield outcomes from USPTO patents with 853,638 reactions The reactants are [C:1]1(=[CH:5][C:6]([NH:8][C:9]2[CH:14]=[CH:13][CH:12]=[C:11]([F:15])[CH:10]=2)=[O:7])[CH2:4][CH2:3][CH2:2]1. The catalyst is C1(C)C=CC=CC=1. The product is [F:15][C:11]1[CH:12]=[CH:13][CH:14]=[C:9]2[C:10]=1[C:1]1([CH2:4][CH2:3][CH2:2]1)[CH2:5][C:6](=[O:7])[NH:8]2. The yield is 0.140.